Predict the product of the given reaction. From a dataset of Forward reaction prediction with 1.9M reactions from USPTO patents (1976-2016). (1) The product is: [CH2:31]([Sn:25]([CH2:21][CH2:22][CH2:23][CH3:24])([CH2:27][CH2:28][CH2:29][CH3:30])[C:2]1[C:7]([Cl:8])=[CH:6][C:5]([Cl:9])=[CH:4][N:3]=1)[CH2:32][CH2:33][CH3:34]. Given the reactants Br[C:2]1[C:7]([Cl:8])=[CH:6][C:5]([Cl:9])=[CH:4][N:3]=1.C([Li])CCC.CCCCCC.[CH2:21]([Sn:25]([CH2:31][CH2:32][CH2:33][CH3:34])([CH2:27][CH2:28][CH2:29][CH3:30])Cl)[CH2:22][CH2:23][CH3:24], predict the reaction product. (2) Given the reactants C1COCC1.[Cl:6][C:7]1[CH:8]=[C:9]([Mg]Br)[CH:10]=[CH:11][CH:12]=1.[CH2:15]([Sn:19](Cl)([CH2:24][CH2:25][CH2:26][CH3:27])[CH2:20][CH2:21][CH2:22][CH3:23])[CH2:16][CH2:17][CH3:18].[Cl-].[NH4+], predict the reaction product. The product is: [CH2:24]([Sn:19]([CH2:15][CH2:16][CH2:17][CH3:18])([CH2:20][CH2:21][CH2:22][CH3:23])[C:9]1[CH:10]=[CH:11][CH:12]=[C:7]([Cl:6])[CH:8]=1)[CH2:25][CH2:26][CH3:27].